Predict the product of the given reaction. From a dataset of Forward reaction prediction with 1.9M reactions from USPTO patents (1976-2016). (1) The product is: [C:2]1([CH2:1][S:8][C:9]2[CH:10]=[C:11]([CH:12]=[CH:13][CH:14]=2)[CH:26]=[O:27])[CH:7]=[CH:6][CH:5]=[CH:4][CH:3]=1. Given the reactants [CH2:1]([S:8][C:9]1[CH:14]=[CH:13][CH:12]=[C:11](Br)[CH:10]=1)[C:2]1[CH:7]=[CH:6][CH:5]=[CH:4][CH:3]=1.C1(CC2C=C(C=CC=2)[CH:26]=[O:27])C=CC=CC=1.[Li]CCCC.CN(C=O)C, predict the reaction product. (2) Given the reactants C(OC(=O)[NH:7][CH:8]([C:16](=[O:27])[NH:17][CH:18]1[C:25]2[CH:24]=[CH:23][S:22][C:21]=2[CH2:20][CH:19]1[OH:26])[CH2:9][C:10]1[CH:15]=[CH:14][CH:13]=[CH:12][CH:11]=1)(C)(C)C.C(O)(C(F)(F)F)=O, predict the reaction product. The product is: [NH2:7][CH:8]([CH2:9][C:10]1[CH:15]=[CH:14][CH:13]=[CH:12][CH:11]=1)[C:16]([NH:17][CH:18]1[C:25]2[CH:24]=[CH:23][S:22][C:21]=2[CH2:20][CH:19]1[OH:26])=[O:27]. (3) Given the reactants Br[C:2]1[C:3]([F:8])=[N:4][CH:5]=[CH:6][CH:7]=1.[CH3:9][C:10]1[CH:15]=[C:14](B(O)O)[CH:13]=[CH:12][N:11]=1.C1(P(C2CCCCC2)C2C=CC=CC=2C2C(OC)=CC=CC=2OC)CCCCC1.C(=O)([O-])[O-].[Na+].[Na+], predict the reaction product. The product is: [F:8][C:3]1[C:2]([C:14]2[CH:13]=[CH:12][N:11]=[C:10]([CH3:9])[CH:15]=2)=[CH:7][CH:6]=[CH:5][N:4]=1. (4) Given the reactants C([O:3][C:4]([C:6]1[S:10][C:9]([C:11]2[CH:15]=[CH:14][N:13]([CH2:16][CH2:17][C:18]3[CH:23]=[CH:22][C:21]([F:24])=[CH:20][CH:19]=3)[N:12]=2)=[N:8][C:7]=1[CH3:25])=[O:5])C.[OH-].[Na+].Cl, predict the reaction product. The product is: [F:24][C:21]1[CH:22]=[CH:23][C:18]([CH2:17][CH2:16][N:13]2[CH:14]=[CH:15][C:11]([C:9]3[S:10][C:6]([C:4]([OH:5])=[O:3])=[C:7]([CH3:25])[N:8]=3)=[N:12]2)=[CH:19][CH:20]=1. (5) Given the reactants Cl.[CH2:2]1[C:5]2([CH2:10][CH2:9][N:8]([C:11]([O:13][CH2:14][C:15]3[CH:20]=[C:19]([Cl:21])[CH:18]=[C:17]([Cl:22])[CH:16]=3)=[O:12])[CH2:7][CH2:6]2)[CH2:4][NH:3]1.CN1CCOCC1.[NH:30]1[C:34]2[CH:35]=[CH:36][C:37]([C:39](O)=[O:40])=[CH:38][C:33]=2[N:32]=[N:31]1.F[P-](F)(F)(F)(F)F.N1(OC(N(C)C)=[N+](C)C)C2N=CC=CC=2N=N1, predict the reaction product. The product is: [NH:30]1[C:34]2[CH:35]=[CH:36][C:37]([C:39]([N:3]3[CH2:4][C:5]4([CH2:6][CH2:7][N:8]([C:11]([O:13][CH2:14][C:15]5[CH:20]=[C:19]([Cl:21])[CH:18]=[C:17]([Cl:22])[CH:16]=5)=[O:12])[CH2:9][CH2:10]4)[CH2:2]3)=[O:40])=[CH:38][C:33]=2[N:32]=[N:31]1. (6) Given the reactants [NH2:1][C:2]1[N:11]=[C:10]([C:12]([N:14]2[CH2:22][C:21]3[C:16](=[CH:17][CH:18]=[CH:19][CH:20]=3)[CH2:15]2)=[O:13])[C:9]2[C:4](=[CH:5][CH:6]=[C:7]([C:23]3[CH:30]=[CH:29][CH:28]=[CH:27][C:24]=3[CH:25]=O)[CH:8]=2)[N:3]=1.[NH:31]1[CH2:35][CH2:34][CH2:33][CH2:32]1.C(O)(=O)C.C(O[BH-](OC(=O)C)OC(=O)C)(=O)C.[Na+], predict the reaction product. The product is: [NH2:1][C:2]1[N:11]=[C:10]([C:12]([N:14]2[CH2:15][C:16]3[C:21](=[CH:20][CH:19]=[CH:18][CH:17]=3)[CH2:22]2)=[O:13])[C:9]2[C:4](=[CH:5][CH:6]=[C:7]([C:23]3[CH:30]=[CH:29][CH:28]=[CH:27][C:24]=3[CH2:25][N:31]3[CH2:35][CH2:34][CH2:33][CH2:32]3)[CH:8]=2)[N:3]=1. (7) Given the reactants [CH3:1][CH:2]([CH2:7][N:8]1[CH2:13][CH2:12][CH2:11][CH2:10][CH2:9]1)[CH2:3][C:4]([OH:6])=[O:5].C1N=CN(C(N2C=NC=C2)=O)C=1.[F:26][C:27]1[CH:28]=[C:29]([C:33]2[CH:34]=[C:35]([NH2:38])[NH:36][N:37]=2)[CH:30]=[N:31][CH:32]=1, predict the reaction product. The product is: [CH:4]([OH:6])=[O:5].[F:26][C:27]1[CH:28]=[C:29]([C:33]2[CH:34]=[C:35]([NH:38][C:4](=[O:6])[CH2:3][CH:2]([CH3:1])[CH2:7][N:8]3[CH2:13][CH2:12][CH2:11][CH2:10][CH2:9]3)[NH:36][N:37]=2)[CH:30]=[N:31][CH:32]=1. (8) Given the reactants [CH2:1]([CH:8]1[CH2:13][CH2:12][NH:11][CH2:10][CH2:9]1)[C:2]1[CH:7]=[CH:6][CH:5]=[CH:4][CH:3]=1.CCN(C(C)C)C(C)C.[Br:23][C:24]1[C:25](Cl)=[C:26]([C:32](=[O:39])[C:33]([O:35][CH:36]([CH3:38])[CH3:37])=[O:34])[C:27]([CH3:31])=[N:28][C:29]=1[CH3:30], predict the reaction product. The product is: [CH2:1]([CH:8]1[CH2:13][CH2:12][N:11]([C:25]2[C:24]([Br:23])=[C:29]([CH3:30])[N:28]=[C:27]([CH3:31])[C:26]=2[C:32](=[O:39])[C:33]([O:35][CH:36]([CH3:37])[CH3:38])=[O:34])[CH2:10][CH2:9]1)[C:2]1[CH:7]=[CH:6][CH:5]=[CH:4][CH:3]=1. (9) Given the reactants [CH3:1][C:2]1[O:6][N:5]=[C:4]([C:7]2[CH:12]=[CH:11][CH:10]=[CH:9][CH:8]=2)[C:3]=1[CH2:13][O:14][C:15]1[CH:23]=[CH:22][C:18]([C:19]([OH:21])=O)=[CH:17][N:16]=1.[NH2:24][C@@H:25]([CH2:30][OH:31])[CH2:26][CH:27]([CH3:29])[CH3:28], predict the reaction product. The product is: [OH:31][CH2:30][C@@H:25]([NH:24][C:19](=[O:21])[C:18]1[CH:22]=[CH:23][C:15]([O:14][CH2:13][C:3]2[C:4]([C:7]3[CH:8]=[CH:9][CH:10]=[CH:11][CH:12]=3)=[N:5][O:6][C:2]=2[CH3:1])=[N:16][CH:17]=1)[CH2:26][CH:27]([CH3:29])[CH3:28]. (10) Given the reactants [Cl:1][C:2]1[C:7]([CH2:8][NH2:9])=[CH:6][CH:5]=[CH:4][N:3]=1.[C:10](OC(=O)C)(=[O:12])[CH3:11].C(N(CC)CC)C, predict the reaction product. The product is: [Cl:1][C:2]1[C:7]([CH2:8][NH:9][C:10](=[O:12])[CH3:11])=[CH:6][CH:5]=[CH:4][N:3]=1.